This data is from Full USPTO retrosynthesis dataset with 1.9M reactions from patents (1976-2016). The task is: Predict the reactants needed to synthesize the given product. (1) Given the product [Cl:28][C:29]1[CH:37]=[C:36]([Cl:38])[CH:35]=[CH:34][C:30]=1[C:31]([NH:18][CH2:17][C:9]1([C:11]2[CH:16]=[CH:15][CH:14]=[CH:13][N:12]=2)[CH2:10][N:7]([S:4]([CH2:1][CH2:2][CH3:3])(=[O:5])=[O:6])[CH2:8]1)=[O:32], predict the reactants needed to synthesize it. The reactants are: [CH2:1]([S:4]([N:7]1[CH2:10][C:9]([CH2:17][NH2:18])([C:11]2[CH:16]=[CH:15][CH:14]=[CH:13][N:12]=2)[CH2:8]1)(=[O:6])=[O:5])[CH2:2][CH3:3].CCN(C(C)C)C(C)C.[Cl:28][C:29]1[CH:37]=[C:36]([Cl:38])[CH:35]=[CH:34][C:30]=1[C:31](Cl)=[O:32]. (2) Given the product [CH2:10]([S:17][C:2]1[CH:7]=[CH:6][C:5]([O:8][CH3:9])=[CH:4][CH:3]=1)[C:11]1[CH:16]=[CH:15][CH:14]=[CH:13][CH:12]=1, predict the reactants needed to synthesize it. The reactants are: I[C:2]1[CH:7]=[CH:6][C:5]([O:8][CH3:9])=[CH:4][CH:3]=1.[CH2:10]([SH:17])[C:11]1[CH:16]=[CH:15][CH:14]=[CH:13][CH:12]=1.C([O-])([O-])=O.[K+].[K+].C(O)CO.